Dataset: Full USPTO retrosynthesis dataset with 1.9M reactions from patents (1976-2016). Task: Predict the reactants needed to synthesize the given product. (1) Given the product [C:1]([O:5][C:6]([N:8]1[CH2:13][CH2:12][CH2:11][C@H:10]([NH:14][C:15]([C:17]2[C:21]([NH:22][C:23]([NH:25][CH2:34][CH2:35][CH2:36][OH:37])=[O:24])=[CH:20][N:19]([C:26]3[CH:31]=[CH:30][CH:29]=[C:28]([F:32])[CH:27]=3)[CH:18]=2)=[O:16])[CH2:9]1)=[O:7])([CH3:4])([CH3:2])[CH3:3], predict the reactants needed to synthesize it. The reactants are: [C:1]([O:5][C:6]([N:8]1[CH2:13][CH2:12][CH2:11][C@H:10]([NH:14][C:15]([C:17]2[C:21]([NH:22][C:23]([NH2:25])=[O:24])=[CH:20][N:19]([C:26]3[CH:31]=[CH:30][CH:29]=[C:28]([F:32])[CH:27]=3)[CH:18]=2)=[O:16])[CH2:9]1)=[O:7])([CH3:4])([CH3:3])[CH3:2].N[CH2:34][CH2:35][CH2:36][OH:37].C(OCC)(=O)C. (2) The reactants are: Cl[C:2]1[N:7]=[CH:6][N:5]=[C:4]([NH2:8])[C:3]=1[C:9]1[N:13]=[C:12]([CH3:14])[O:11][N:10]=1.[NH2:15][C@H:16]([C:19]1[N:28]([C:29]2[CH:34]=[CH:33][CH:32]=[CH:31][CH:30]=2)[C:27](=[O:35])[C:26]2[C:21](=[CH:22][CH:23]=[CH:24][C:25]=2[Cl:36])[N:20]=1)[CH2:17][CH3:18].C(N(CC)C(C)C)(C)C. Given the product [NH2:8][C:4]1[N:5]=[CH:6][N:7]=[C:2]([NH:15][C@H:16]([C:19]2[N:28]([C:29]3[CH:30]=[CH:31][CH:32]=[CH:33][CH:34]=3)[C:27](=[O:35])[C:26]3[C:21](=[CH:22][CH:23]=[CH:24][C:25]=3[Cl:36])[N:20]=2)[CH2:17][CH3:18])[C:3]=1[C:9]1[N:13]=[C:12]([CH3:14])[O:11][N:10]=1, predict the reactants needed to synthesize it.